Predict the reactants needed to synthesize the given product. From a dataset of Full USPTO retrosynthesis dataset with 1.9M reactions from patents (1976-2016). (1) Given the product [NH2:1][C:4]1[C:5]([O:19][CH3:20])=[C:6]([C:11]2[O:15][C:14]([C:16]([OH:18])=[O:17])=[CH:13][CH:12]=2)[CH:7]=[C:8]([CH3:10])[CH:9]=1, predict the reactants needed to synthesize it. The reactants are: [N+:1]([C:4]1[C:5]([O:19][CH3:20])=[C:6]([C:11]2[O:15][C:14]([C:16]([OH:18])=[O:17])=[CH:13][CH:12]=2)[CH:7]=[C:8]([CH3:10])[CH:9]=1)([O-])=O.C([O-])=O.[NH4+]. (2) The reactants are: Cl.[F:2][C:3]1[CH:24]=[C:23]([NH:25][C:26]([NH:28][C:29](=[O:37])[CH2:30][C:31]2[CH:36]=[CH:35][CH:34]=[CH:33][CH:32]=2)=[S:27])[CH:22]=[CH:21][C:4]=1[O:5][C:6]1[C:15]2[C:10](=[CH:11][C:12]([O:19][CH3:20])=[C:13]([C:16](O)=[O:17])[CH:14]=2)[N:9]=[CH:8][CH:7]=1.[CH:38]([O:41][CH2:42][CH2:43][CH2:44][NH2:45])([CH3:40])[CH3:39]. Given the product [F:2][C:3]1[CH:24]=[C:23]([NH:25][C:26]([NH:28][C:29](=[O:37])[CH2:30][C:31]2[CH:36]=[CH:35][CH:34]=[CH:33][CH:32]=2)=[S:27])[CH:22]=[CH:21][C:4]=1[O:5][C:6]1[C:15]2[C:10](=[CH:11][C:12]([O:19][CH3:20])=[C:13]([C:16]([NH:45][CH2:44][CH2:43][CH2:42][O:41][CH:38]([CH3:40])[CH3:39])=[O:17])[CH:14]=2)[N:9]=[CH:8][CH:7]=1, predict the reactants needed to synthesize it. (3) Given the product [CH3:1][N:2]1[CH:6]=[CH:5][CH:4]=[C:3]1[C:7]([Cl:25])=[O:9], predict the reactants needed to synthesize it. The reactants are: [CH3:1][N:2]1[CH:6]=[CH:5][CH:4]=[C:3]1[C:7]([OH:9])=O.C1(NC2CCCCC2)CCCCC1.S(Cl)([Cl:25])=O. (4) Given the product [CH3:28][C:27]1([CH3:40])[NH:18][C@H:5]([CH2:4][OH:19])[C@@H:6]([C:8]2[CH:9]=[CH:10][C:11]([S:14]([CH3:17])(=[O:15])=[O:16])=[CH:12][CH:13]=2)[O:7]1, predict the reactants needed to synthesize it. The reactants are: C(O[C:4](=[O:19])[C@@H:5]([NH2:18])[C@@H:6]([C:8]1[CH:13]=[CH:12][C:11]([S:14]([CH3:17])(=[O:16])=[O:15])=[CH:10][CH:9]=1)[OH:7])C.[H-].[Al+3].[Li+].[H-].[H-].[H-].N[C@H:27]([CH2:40]O)[C@@H:28](C1C=CC(S(C)(=O)=O)=CC=1)O.COC(C)=C.O.C1(C)C=CC(S(O)(=O)=O)=CC=1. (5) Given the product [CH2:92]([P:83]([CH2:84][CH2:85][CH2:86][CH2:87][CH2:88][CH2:89][CH2:90][CH3:91])(=[O:100])[OH:28])[CH2:93][CH2:94][CH2:95][CH2:96][CH2:97][CH2:98][CH3:99], predict the reactants needed to synthesize it. The reactants are: C=CCCCCCCCCCCCCCCCC.[Bi](Cl)Cl.C1([O:28]C2C=CC=CC=2)C=CC=CC=1.C(O)(=O)CCCCCCC/C=C\CCCCCCCC.C(N)CCCCCCC/C=C\CCCCCCCC.[Se].C([P:83](=[O:100])([CH2:92][CH2:93][CH2:94][CH2:95][CH2:96][CH2:97][CH2:98][CH3:99])[CH2:84][CH2:85][CH2:86][CH2:87][CH2:88][CH2:89][CH2:90][CH3:91])CCCCCCC. (6) Given the product [CH2:12]([O:14][CH2:15][C:16]1[N:17]([CH2:29][C:30]2[O:34][N:33]=[C:32]([C:35]3[CH:36]=[CH:37][C:38]([F:41])=[CH:39][CH:40]=3)[CH:31]=2)[C:18]2[C:27]3[N:26]=[CH:25][CH:24]=[CH:23][C:22]=3[N+:21]([O-:9])=[CH:20][C:19]=2[N:28]=1)[CH3:13], predict the reactants needed to synthesize it. The reactants are: C1C=C(Cl)C=C(C(OO)=[O:9])C=1.[CH2:12]([O:14][CH2:15][C:16]1[N:17]([CH2:29][C:30]2[O:34][N:33]=[C:32]([C:35]3[CH:40]=[CH:39][C:38]([F:41])=[CH:37][CH:36]=3)[CH:31]=2)[C:18]2[C:27]3[N:26]=[CH:25][CH:24]=[CH:23][C:22]=3[N:21]=[CH:20][C:19]=2[N:28]=1)[CH3:13].